The task is: Regression/Classification. Given a drug SMILES string, predict its toxicity properties. Task type varies by dataset: regression for continuous values (e.g., LD50, hERG inhibition percentage) or binary classification for toxic/non-toxic outcomes (e.g., AMES mutagenicity, cardiotoxicity, hepatotoxicity). Dataset: ames.. This data is from Ames mutagenicity test results for genotoxicity prediction. The compound is CCOc1ccc(C(C)(C)C)cc1NC(=O)C(=O)Nc1ccccc1CC. The result is 0 (non-mutagenic).